Task: Predict the reactants needed to synthesize the given product.. Dataset: Full USPTO retrosynthesis dataset with 1.9M reactions from patents (1976-2016) (1) The reactants are: Br[C:2]1[CH:11]=[CH:10][C:5]2[NH:6][C:7](=[O:9])[NH:8][C:4]=2[CH:3]=1.[CH2:12]1[C:21]2[C:16](=[CH:17][CH:18]=[CH:19][CH:20]=2)[CH2:15][CH2:14][N:13]1[CH2:22][CH:23]([OH:41])[CH2:24][O:25][C:26]1[CH:31]=[CH:30][CH:29]=[C:28](B2OC(C)(C)C(C)(C)O2)[CH:27]=1.C([O-])([O-])=O.[K+].[K+]. Given the product [CH2:12]1[C:21]2[C:16](=[CH:17][CH:18]=[CH:19][CH:20]=2)[CH2:15][CH2:14][N:13]1[CH2:22][CH:23]([OH:41])[CH2:24][O:25][C:26]1[CH:27]=[C:28]([C:2]2[CH:11]=[CH:10][C:5]3[NH:6][C:7](=[O:9])[NH:8][C:4]=3[CH:3]=2)[CH:29]=[CH:30][CH:31]=1, predict the reactants needed to synthesize it. (2) Given the product [CH3:35][N:40]([CH3:45])[S:41]([N:1]1[CH:5]=[CH:4][N:3]=[C:2]1[C:37]1[CH:36]=[C:35]([N:40]([CH3:45])[S:41]([CH3:44])(=[O:43])=[O:42])[CH:34]=[C:33]([C:31]2[O:32][C:28]([C@@:19]([NH:18][C:16]([O:15][C:11]([CH3:14])([CH3:13])[CH3:12])=[O:17])([CH3:27])[CH2:20][C:21]3[CH:26]=[CH:25][CH:24]=[CH:23][CH:22]=3)=[N:29][N:30]=2)[CH:38]=1)(=[O:43])=[O:42], predict the reactants needed to synthesize it. The reactants are: [NH:1]1[CH:5]=[CH:4][N:3]=[CH:2]1.C([Li])CCC.[C:11]([O:15][C:16]([NH:18][C@:19]([C:28]1[O:32][C:31]([C:33]2[CH:34]=[C:35]([N:40]([CH3:45])[S:41]([CH3:44])(=[O:43])=[O:42])[CH:36]=[C:37](Br)[CH:38]=2)=[N:30][N:29]=1)([CH3:27])[CH2:20][C:21]1[CH:26]=[CH:25][CH:24]=[CH:23][CH:22]=1)=[O:17])([CH3:14])([CH3:13])[CH3:12].